This data is from Forward reaction prediction with 1.9M reactions from USPTO patents (1976-2016). The task is: Predict the product of the given reaction. (1) The product is: [CH2:1]([N:5]1[C:9]([CH2:10][O:11][C:12]2[CH:17]=[CH:16][CH:15]=[CH:14][C:13]=2[CH2:18][C@@H:19]([O:25][C:26]2[C:27]3[C:34]([C:35]4[CH:40]=[CH:39][C:38]([O:41][CH2:42][CH2:43][N:44]5[CH2:49][CH2:48][N:47]([CH3:50])[CH2:46][CH2:45]5)=[C:37]([Cl:51])[C:36]=4[CH3:52])=[C:33]([C:54]#[N:55])[S:32][C:28]=3[N:29]=[CH:30][N:31]=2)[C:20]([O:22][CH2:23][CH3:24])=[O:21])=[CH:8][CH:7]=[N:6]1)[CH2:2][CH2:3][CH3:4]. Given the reactants [CH2:1]([N:5]1[C:9]([CH2:10][O:11][C:12]2[CH:17]=[CH:16][CH:15]=[CH:14][C:13]=2[CH2:18][C@@H:19]([O:25][C:26]2[C:27]3[C:34]([C:35]4[CH:40]=[CH:39][C:38]([O:41][CH2:42][CH2:43][N:44]5[CH2:49][CH2:48][N:47]([CH3:50])[CH2:46][CH2:45]5)=[C:37]([Cl:51])[C:36]=4[CH3:52])=[C:33](I)[S:32][C:28]=3[N:29]=[CH:30][N:31]=2)[C:20]([O:22][CH2:23][CH3:24])=[O:21])=[CH:8][CH:7]=[N:6]1)[CH2:2][CH2:3][CH3:4].[C:54]([Cu])#[N:55], predict the reaction product. (2) Given the reactants [NH2:1][C:2]1[C:3]([F:22])=[C:4]([C:9]([C:11]2[C:19]3[C:18]([O:20][CH3:21])=[N:17][CH:16]=[N:15][C:14]=3[NH:13][CH:12]=2)=[O:10])[C:5]([F:8])=[CH:6][CH:7]=1.N1C=CC=CC=1.[CH2:29]([C:31]1[CH:36]=[CH:35][C:34]([S:37](Cl)(=[O:39])=[O:38])=[CH:33][CH:32]=1)[CH3:30], predict the reaction product. The product is: [F:22][C:3]1[C:4]([C:9]([C:11]2[C:19]3[C:18]([O:20][CH3:21])=[N:17][CH:16]=[N:15][C:14]=3[NH:13][CH:12]=2)=[O:10])=[C:5]([F:8])[CH:6]=[CH:7][C:2]=1[NH:1][S:37]([C:34]1[CH:35]=[CH:36][C:31]([CH2:29][CH3:30])=[CH:32][CH:33]=1)(=[O:39])=[O:38]. (3) Given the reactants [CH:1]1([C:6]([CH:8]([C:12]2[CH:17]=[CH:16][CH:15]=[CH:14][CH:13]=2)[CH2:9][CH:10]=O)=[O:7])[CH2:5][CH2:4][CH2:3][CH2:2]1.[CH3:18][O:19][C:20]1[CH:25]=[CH:24][CH:23]=[CH:22][C:21]=1[N:26]1[CH2:31][CH2:30][NH:29][CH2:28][CH2:27]1.[Na], predict the reaction product. The product is: [CH3:18][O:19][C:20]1[CH:25]=[CH:24][CH:23]=[CH:22][C:21]=1[N:26]1[CH2:31][CH2:30][N:29]([CH2:10][CH2:9][CH:8]([C:6]([CH:1]2[CH2:5][CH2:4][CH2:3][CH2:2]2)=[O:7])[C:12]2[CH:17]=[CH:16][CH:15]=[CH:14][CH:13]=2)[CH2:28][CH2:27]1.